From a dataset of Reaction yield outcomes from USPTO patents with 853,638 reactions. Predict the reaction yield, written as a fraction of the theoretical maximum amount of product (1.0 means a 100% yield; for example, 0.34 means a 34% yield). (1) The reactants are O.[OH-].[Li+].[O:4]1[CH2:9][CH2:8][CH:7]([O:10][CH2:11][C@@H:12]([C:39]([O:41]C)=[O:40])[NH:13][C:14]([C:16]2[C:25]([NH:26][C:27]([NH:29][C:30]3[C:35]([CH3:36])=[CH:34][C:33]([CH3:37])=[CH:32][C:31]=3[CH3:38])=[O:28])=[CH:24][C:23]3[C:18](=[CH:19][CH:20]=[CH:21][CH:22]=3)[CH:17]=2)=[O:15])[CH2:6][CH2:5]1.O.Cl. The catalyst is O1CCOCC1. The product is [O:4]1[CH2:9][CH2:8][CH:7]([O:10][CH2:11][C@@H:12]([C:39]([OH:41])=[O:40])[NH:13][C:14]([C:16]2[C:25]([NH:26][C:27]([NH:29][C:30]3[C:31]([CH3:38])=[CH:32][C:33]([CH3:37])=[CH:34][C:35]=3[CH3:36])=[O:28])=[CH:24][C:23]3[C:18](=[CH:19][CH:20]=[CH:21][CH:22]=3)[CH:17]=2)=[O:15])[CH2:6][CH2:5]1. The yield is 0.210. (2) The reactants are [CH3:1][CH:2]1[N:7]([CH3:8])[CH:6]([CH3:9])[CH2:5][N:4]([C:10]2[CH:20]=[CH:19][C:13]([C:14]([O:16]CC)=O)=[CH:12][CH:11]=2)[CH2:3]1.[NH2:21][C:22]1[N:26](C(OC(C)(C)C)=O)[N:25]=[C:24]([CH2:34][CH2:35][C:36]2[CH:41]=[C:40]([O:42][CH3:43])[CH:39]=[C:38]([O:44][CH3:45])[CH:37]=2)[CH:23]=1.C[Si]([N-][Si](C)(C)C)(C)C.[Na+]. The catalyst is C1COCC1. The product is [CH3:43][O:42][C:40]1[CH:41]=[C:36]([CH2:35][CH2:34][C:24]2[NH:25][N:26]=[C:22]([NH:21][C:14](=[O:16])[C:13]3[CH:12]=[CH:11][C:10]([N:4]4[CH2:5][CH:6]([CH3:9])[N:7]([CH3:8])[CH:2]([CH3:1])[CH2:3]4)=[CH:20][CH:19]=3)[CH:23]=2)[CH:37]=[C:38]([O:44][CH3:45])[CH:39]=1. The yield is 0.0560.